This data is from Reaction yield outcomes from USPTO patents with 853,638 reactions. The task is: Predict the reaction yield, written as a fraction of the theoretical maximum amount of product (1.0 means a 100% yield; for example, 0.34 means a 34% yield). (1) The reactants are B1(C)OC(C2C=CC=CC=2)(C2C=CC=CC=2)[C@@H]2N1CCC2.[O:22]=[C:23]1[C:31]2[CH:30]=[CH:29][CH:28]=[C:27]([C:32]#[N:33])[C:26]=2[CH2:25][CH2:24]1. The catalyst is C1(C)C=CC=CC=1.B.CSC.C(Cl)Cl. The product is [OH:22][C@@H:23]1[C:31]2[CH:30]=[CH:29][CH:28]=[C:27]([C:32]#[N:33])[C:26]=2[CH2:25][CH2:24]1. The yield is 0.780. (2) The reactants are [F:1][C:2]([F:14])([O:6][C:7]1[CH:8]=[C:9]([CH3:13])[CH:10]=[CH:11][CH:12]=1)[CH:3]([F:5])[F:4].[Br:15]N1C(=O)CCC1=O. The catalyst is C(Cl)(Cl)(Cl)Cl.N(C(C)(C)C#N)=NC(C)(C)C#N. The product is [F:1][C:2]([F:14])([O:6][C:7]1[CH:8]=[C:9]([CH2:13][Br:15])[CH:10]=[CH:11][CH:12]=1)[CH:3]([F:4])[F:5]. The yield is 0.960. (3) The catalyst is FC(F)(F)C(O)C(F)(F)F. The reactants are [F:1][C:2]1[CH:7]=[C:6]([S:8][CH3:9])[CH:5]=[CH:4][C:3]=1[C:10]1[CH:15]=[CH:14][C:13]([O:16][CH2:17][CH:18]2[CH2:23][CH2:22][N:21]([C:24]3[O:28][N:27]=[C:26]([CH:29]([CH3:31])[CH3:30])[N:25]=3)[CH2:20][CH2:19]2)=[CH:12][N:11]=1.[OH:32]O. The product is [F:1][C:2]1[CH:7]=[C:6]([S:8]([CH3:9])=[O:32])[CH:5]=[CH:4][C:3]=1[C:10]1[CH:15]=[CH:14][C:13]([O:16][CH2:17][CH:18]2[CH2:23][CH2:22][N:21]([C:24]3[O:28][N:27]=[C:26]([CH:29]([CH3:31])[CH3:30])[N:25]=3)[CH2:20][CH2:19]2)=[CH:12][N:11]=1. The yield is 0.760.